Dataset: Peptide-MHC class I binding affinity with 185,985 pairs from IEDB/IMGT. Task: Regression. Given a peptide amino acid sequence and an MHC pseudo amino acid sequence, predict their binding affinity value. This is MHC class I binding data. (1) The peptide sequence is VTGFMEEEIK. The MHC is HLA-A11:01 with pseudo-sequence HLA-A11:01. The binding affinity (normalized) is 0.819. (2) The binding affinity (normalized) is 0. The MHC is HLA-A24:02 with pseudo-sequence HLA-A24:02. The peptide sequence is QASQDVKNW. (3) The peptide sequence is EVAETQHGTV. The MHC is HLA-A68:02 with pseudo-sequence HLA-A68:02. The binding affinity (normalized) is 0.960. (4) The peptide sequence is FLFLMSGRGI. The MHC is HLA-A02:03 with pseudo-sequence HLA-A02:03. The binding affinity (normalized) is 0.829.